This data is from Full USPTO retrosynthesis dataset with 1.9M reactions from patents (1976-2016). The task is: Predict the reactants needed to synthesize the given product. (1) Given the product [ClH:54].[F:1][C:2]1[CH:3]=[C:4]([CH:49]=[CH:50][CH:51]=1)[CH2:5][N:6]1[CH:10]=[C:9]([C:11]2[C:19]3[C:14](=[N:15][CH:16]=[C:17]([C:20]4[CH:25]=[CH:24][CH:23]=[C:22]([N:26]5[CH2:27][CH2:28][NH:29][CH2:30][CH2:31]5)[CH:21]=4)[CH:18]=3)[N:13]([S:39]([C:42]3[CH:48]=[CH:47][C:45]([CH3:46])=[CH:44][CH:43]=3)(=[O:40])=[O:41])[CH:12]=2)[CH:8]=[N:7]1, predict the reactants needed to synthesize it. The reactants are: [F:1][C:2]1[CH:3]=[C:4]([CH:49]=[CH:50][CH:51]=1)[CH2:5][N:6]1[CH:10]=[C:9]([C:11]2[C:19]3[C:14](=[N:15][CH:16]=[C:17]([C:20]4[CH:21]=[C:22]([N:26]5[CH2:31][CH2:30][N:29](C(OC(C)(C)C)=O)[CH2:28][CH2:27]5)[CH:23]=[CH:24][CH:25]=4)[CH:18]=3)[N:13]([S:39]([C:42]3[CH:48]=[CH:47][C:45]([CH3:46])=[CH:44][CH:43]=3)(=[O:41])=[O:40])[CH:12]=2)[CH:8]=[N:7]1.CO.[ClH:54]. (2) Given the product [NH2:1][CH:2]1[CH2:6][CH2:5][N:4]([C:21]([O:20][C:16]([CH3:19])([CH3:18])[CH3:17])=[O:22])[CH2:3]1, predict the reactants needed to synthesize it. The reactants are: [NH2:1][CH:2]1[CH2:6][CH2:5][NH:4][CH2:3]1.C(N(C(C)C)CC)(C)C.[C:16]([O:20][C:21](ON=C(C1C=CC=CC=1)C#N)=[O:22])([CH3:19])([CH3:18])[CH3:17].